From a dataset of Full USPTO retrosynthesis dataset with 1.9M reactions from patents (1976-2016). Predict the reactants needed to synthesize the given product. Given the product [Cl:24][C:25]1[C:30]([C:31]([NH:15][C:10]2[CH:11]=[CH:12][CH:13]=[C:14]3[C:9]=2[N:8]=[CH:7][N:6]=[C:5]3[O:4][C:3]2[CH:16]=[C:17]([C:20]([F:22])([F:23])[F:21])[CH:18]=[CH:19][C:2]=2[F:1])=[O:32])=[C:29]([F:34])[C:28]([CH2:35][NH:36][C:37](=[O:42])[C:38]([CH3:40])([CH3:39])[CH3:41])=[CH:27][CH:26]=1, predict the reactants needed to synthesize it. The reactants are: [F:1][C:2]1[CH:19]=[CH:18][C:17]([C:20]([F:23])([F:22])[F:21])=[CH:16][C:3]=1[O:4][C:5]1[C:14]2[C:9](=[C:10]([NH2:15])[CH:11]=[CH:12][CH:13]=2)[N:8]=[CH:7][N:6]=1.[Cl:24][C:25]1[C:30]([C:31](O)=[O:32])=[C:29]([F:34])[C:28]([CH2:35][NH:36][C:37](=[O:42])[C:38]([CH3:41])([CH3:40])[CH3:39])=[CH:27][CH:26]=1.C(Cl)(=O)C(Cl)=O.CCN(C(C)C)C(C)C.